From a dataset of Forward reaction prediction with 1.9M reactions from USPTO patents (1976-2016). Predict the product of the given reaction. (1) Given the reactants COC1C=CC=CC=1C1N=CN=C(NC2C=C(CS(N)(=O)=O)C=CC=2)N=1.Cl[C:28]1[N:33]=[CH:32][N:31]=[C:30]([NH:34][C:35]2[CH:36]=[C:37]([CH2:41][S:42]([NH2:45])(=[O:44])=[O:43])[CH:38]=[CH:39][CH:40]=2)[N:29]=1.[C:46]([C:48]1[CH:53]=[C:52]([F:54])[CH:51]=[CH:50][C:49]=1B(O)O)#[N:47], predict the reaction product. The product is: [C:46]([C:48]1[CH:53]=[C:52]([F:54])[CH:51]=[CH:50][C:49]=1[C:28]1[N:33]=[CH:32][N:31]=[C:30]([NH:34][C:35]2[CH:36]=[C:37]([CH2:41][S:42]([NH2:45])(=[O:44])=[O:43])[CH:38]=[CH:39][CH:40]=2)[N:29]=1)#[N:47]. (2) Given the reactants [CH:1]1([C:7]2[C:8]3[CH:9]=[CH:10][C:11]([C:29]([O:31][CH3:32])=[O:30])=[CH:12][C:13]=3[N:14]3[CH2:20][C:19]([C:21]([O:23]C)=[O:22])=[CH:18][C:17]4[CH:25]=[CH:26][CH:27]=[CH:28][C:16]=4[C:15]=23)[CH2:6][CH2:5][CH2:4][CH2:3][CH2:2]1.[Li+].[OH-], predict the reaction product. The product is: [CH:1]1([C:7]2[C:8]3[CH:9]=[CH:10][C:11]([C:29]([O:31][CH3:32])=[O:30])=[CH:12][C:13]=3[N:14]3[CH:20]=[C:19]([C:21]([OH:23])=[O:22])[CH2:18][C:17]4[CH:25]=[CH:26][CH:27]=[CH:28][C:16]=4[C:15]=23)[CH2:2][CH2:3][CH2:4][CH2:5][CH2:6]1. (3) Given the reactants [Cl:1][C:2]1[CH:3]=[C:4]([CH:9]=[CH:10][C:11]=1[CH2:12][S:13](Cl)(=[O:15])=[O:14])[C:5]([O:7][CH3:8])=[O:6].[NH4+:17].[OH-], predict the reaction product. The product is: [NH2:17][S:13]([CH2:12][C:11]1[CH:10]=[CH:9][C:4]([C:5]([O:7][CH3:8])=[O:6])=[CH:3][C:2]=1[Cl:1])(=[O:15])=[O:14].